This data is from Experimentally validated miRNA-target interactions with 360,000+ pairs, plus equal number of negative samples. The task is: Binary Classification. Given a miRNA mature sequence and a target amino acid sequence, predict their likelihood of interaction. The miRNA is hsa-miR-652-5p with sequence CAACCCUAGGAGAGGGUGCCAUUCA. The protein sequence of the target gene is MNPQREAAPKSYAIRDSRQMVWVLSGNSLIAAPLSRSIKPVTLHLIACRDTEFSDKEKGNMVYLGIKGKDLCLFCAEIQGKPTLQLKLQGSQDNIGKDTCWKLVGIHTCINLDVRESCFMGTLDQWGIGVGRKKWKSSFQHHHLRKKDKDFSSMRTNIGMPGRM. Result: 0 (no interaction).